This data is from Full USPTO retrosynthesis dataset with 1.9M reactions from patents (1976-2016). The task is: Predict the reactants needed to synthesize the given product. (1) Given the product [Si:1]([O:8][CH2:9][C@:10]1([CH3:38])[S:16][CH2:15][CH2:14][N:13]2[C:17]([C:20]3([C:23]4[CH:28]=[CH:27][C:26]([C:40]5[CH:45]=[N:44][C:43]([CH3:46])=[CH:42][N:41]=5)=[CH:25][CH:24]=4)[CH2:21][CH2:22]3)=[N:18][N:19]=[C:12]2[CH2:11]1)([C:4]([CH3:6])([CH3:5])[CH3:7])([CH3:3])[CH3:2], predict the reactants needed to synthesize it. The reactants are: [Si:1]([O:8][CH2:9][C@:10]1([CH3:38])[S:16][CH2:15][CH2:14][N:13]2[C:17]([C:20]3([C:23]4[CH:28]=[CH:27][C:26](B5OC(C)(C)C(C)(C)O5)=[CH:25][CH:24]=4)[CH2:22][CH2:21]3)=[N:18][N:19]=[C:12]2[CH2:11]1)([C:4]([CH3:7])([CH3:6])[CH3:5])([CH3:3])[CH3:2].Br[C:40]1[CH:45]=[N:44][C:43]([CH3:46])=[CH:42][N:41]=1.C(=O)([O-])[O-].[K+].[K+]. (2) Given the product [NH2:1][C:2]1[N:3]=[C:4]([C:19]2[CH:24]=[CH:23][CH:22]=[CH:21][CH:20]=2)[C:5]([C:9]2[CH:10]=[CH:11][C:12](=[O:18])[N:13]([CH:15]([CH3:17])[CH3:16])[N:14]=2)=[N:6][C:7]=1[N:37]([CH3:38])[CH3:35], predict the reactants needed to synthesize it. The reactants are: [NH2:1][C:2]1[N:3]=[C:4]([C:19]2[CH:24]=[CH:23][CH:22]=[CH:21][CH:20]=2)[C:5]([C:9]2[CH:10]=[CH:11][C:12](=[O:18])[N:13]([CH:15]([CH3:17])[CH3:16])[N:14]=2)=[N:6][C:7]=1Br.C(N)C1C=CC=CC=1.O.C[C:35]([N:37](C)[CH3:38])=O. (3) Given the product [Cl:28][C:2]1[S:3][C:4]2[C:9]([NH:10][CH:11]([CH2:14][O:15][CH3:16])[CH2:12][OH:13])=[N:8][C:7]([S:17][CH2:18][C:19]3[CH:24]=[CH:23][CH:22]=[C:21]([F:25])[C:20]=3[F:26])=[N:6][C:5]=2[N:27]=1, predict the reactants needed to synthesize it. The reactants are: N[C:2]1[S:3][C:4]2[C:9]([NH:10][CH:11]([CH2:14][O:15][CH3:16])[CH2:12][OH:13])=[N:8][C:7]([S:17][CH2:18][C:19]3[CH:24]=[CH:23][CH:22]=[C:21]([F:25])[C:20]=3[F:26])=[N:6][C:5]=2[N:27]=1.[ClH:28].N([O-])=O.[Na+].